Dataset: Forward reaction prediction with 1.9M reactions from USPTO patents (1976-2016). Task: Predict the product of the given reaction. (1) The product is: [CH3:1][O:2][CH2:3][O:4][C:5]1[CH:10]=[CH:9][C:8]([CH:11]([NH2:15])[CH2:12][CH2:13][CH3:14])=[CH:7][CH:6]=1. Given the reactants [CH3:1][O:2][CH2:3][O:4][C:5]1[CH:10]=[CH:9][C:8]([C:11](=[N:15]O)[CH2:12][CH2:13][CH3:14])=[CH:7][CH:6]=1.[H-].[Al+3].[Li+].[H-].[H-].[H-].O.[OH-].[Na+], predict the reaction product. (2) The product is: [ClH:20].[Br:12][C:13]1[C:14]([Cl:20])=[C:15]([O:11][CH:10]2[CH2:9][CH2:8][NH:7][CH2:6][C:5]3[S:1][CH:2]=[CH:3][C:4]2=3)[CH:16]=[CH:17][CH:18]=1. Given the reactants [S:1]1[C:5]2[CH2:6][NH:7][CH2:8][CH2:9][CH:10]([OH:11])[C:4]=2[CH:3]=[CH:2]1.[Br:12][C:13]1[C:14]([Cl:20])=[C:15](F)[CH:16]=[CH:17][CH:18]=1, predict the reaction product. (3) Given the reactants C[O:2][C:3]([C@@H:5]1[CH2:10][CH2:9][CH2:8][CH2:7][C@@H:6]1[NH2:11])=O.[OH-].[NH4+:13], predict the reaction product. The product is: [NH2:11][C@H:6]1[CH2:7][CH2:8][CH2:9][CH2:10][C@H:5]1[C:3]([NH2:13])=[O:2]. (4) Given the reactants Cl.Cl[C:3]1[CH:4]=[CH:5][C:6]([O:14][CH3:15])=[C:7]2[C:12]=1[N:11]=[C:10]([CH3:13])[CH:9]=[CH:8]2.[OH-].[Na+], predict the reaction product. The product is: [CH3:15][O:14][C:6]1[CH:5]=[CH:4][CH:3]=[C:12]2[C:7]=1[CH:8]=[CH:9][C:10]([CH3:13])=[N:11]2. (5) Given the reactants C([O:8][C:9](=[O:40])[CH2:10][CH:11]([N:23]1[CH:27]=[CH:26][N:25]([C:28]2[CH:33]=[CH:32][C:31]([C:34]3[CH:39]=[CH:38][CH:37]=[CH:36][CH:35]=3)=[CH:30][CH:29]=2)[CH2:24]1)[C:12]([NH:14][C@H:15]1[CH2:21][CH2:20][CH2:19][CH2:18][NH:17][C:16]1=[O:22])=[O:13])C1C=CC=CC=1, predict the reaction product. The product is: [C:31]1([C:34]2[CH:39]=[CH:38][CH:37]=[CH:36][CH:35]=2)[CH:30]=[CH:29][C:28]([N:25]2[CH:26]=[CH:27][N:23]([CH:11]([C:12]([NH:14][C@H:15]3[CH2:21][CH2:20][CH2:19][CH2:18][NH:17][C:16]3=[O:22])=[O:13])[CH2:10][C:9]([OH:40])=[O:8])[CH2:24]2)=[CH:33][CH:32]=1. (6) Given the reactants [Br:1][C:2]1[CH:10]=[CH:9][C:5]([C:6]([OH:8])=O)=[C:4]([F:11])[CH:3]=1.C(Cl)CCl.[NH:16]1[CH2:21][CH2:20][O:19][CH2:18][CH2:17]1, predict the reaction product. The product is: [Br:1][C:2]1[CH:10]=[CH:9][C:5]([C:6]([N:16]2[CH2:21][CH2:20][O:19][CH2:18][CH2:17]2)=[O:8])=[C:4]([F:11])[CH:3]=1. (7) The product is: [O:17]=[C:7]1[C:6]2=[N:5][N:4]([CH2:1][CH2:2][CH3:3])[C:16]([C:31]([OH:33])=[O:32])=[C:15]2[C:14]2[CH:13]=[CH:12][CH:11]=[CH:10][C:9]=2[NH:8]1. Given the reactants [CH2:1]([N:4]1[CH:16]=[C:15]2[C:6]([C:7](=[O:17])[NH:8][C:9]3[CH:10]=[CH:11][CH:12]=[CH:13][C:14]=32)=[N:5]1)[CH2:2][CH3:3].CN(C)CCN(C)C.C([Li])CCC.[C:31](=[O:33])=[O:32], predict the reaction product. (8) Given the reactants Br[C:2]1[N:7]2[N:8]=[C:9]([CH2:11][CH3:12])[CH:10]=[C:6]2[CH:5]=[CH:4][CH:3]=1.[Cl:13][C:14]1[CH:19]=[C:18]([Cl:20])[CH:17]=[CH:16][C:15]=1OB(O)O.C(=O)([O-])[O-].[Na+].[Na+].O, predict the reaction product. The product is: [Cl:13][C:14]1[CH:19]=[C:18]([Cl:20])[CH:17]=[CH:16][C:15]=1[C:2]1[N:7]2[N:8]=[C:9]([CH2:11][CH3:12])[CH:10]=[C:6]2[CH:5]=[CH:4][CH:3]=1. (9) Given the reactants [Li]CCCC.[CH3:6][C:7]1[N:12]=[C:11]([Cl:13])[CH:10]=[CH:9][CH:8]=1.[C:14](=O)([O:18]CC)[O:15][CH2:16][CH3:17].[NH4+].[Cl-], predict the reaction product. The product is: [CH2:16]([O:15][C:14](=[O:18])[CH2:6][C:7]1[CH:8]=[CH:9][CH:10]=[C:11]([Cl:13])[N:12]=1)[CH3:17]. (10) Given the reactants Cl.[N:2]1[CH:7]=[CH:6][CH:5]=[C:4]([C:8]([NH2:10])=[NH:9])[CH:3]=1.[Cl:11][C:12]1[CH:19]=[C:18]([F:20])[CH:17]=[CH:16][C:13]=1[CH:14]=O.[C:21]1(=O)[CH2:26][CH2:25][CH2:24][C:23](=[O:27])[CH2:22]1.C([O-])(=O)C.[Na+].Cl, predict the reaction product. The product is: [N:2]1[CH:7]=[CH:6][CH:5]=[C:4]([C:8]2[NH:10][C:21]3[CH2:26][CH2:25][CH2:24][C:23](=[O:27])[C:22]=3[CH:14]([C:13]3[CH:16]=[CH:17][C:18]([F:20])=[CH:19][C:12]=3[Cl:11])[N:9]=2)[CH:3]=1.